From a dataset of Full USPTO retrosynthesis dataset with 1.9M reactions from patents (1976-2016). Predict the reactants needed to synthesize the given product. (1) Given the product [O:1]1[CH2:2][CH:3]=[C:4]([C:7]2[N:15]3[C:10]([CH:11]=[CH:12][CH:13]=[CH:14]3)=[CH:9][C:8]=2[CH:16]=[O:17])[CH2:5][CH2:6]1, predict the reactants needed to synthesize it. The reactants are: [O:1]1[CH2:6][CH:5]=[C:4]([C:7]2[N:15]3[C:10]([CH:11]=[CH:12][CH:13]=[CH:14]3)=[CH:9][C:8]=2[CH2:16][OH:17])[CH2:3][CH2:2]1. (2) Given the product [CH3:1][O:2][C:3]1[CH:8]=[C:7]([NH2:9])[CH:6]=[CH:5][C:4]=1[NH:12][S:13]([CH3:16])(=[O:15])=[O:14], predict the reactants needed to synthesize it. The reactants are: [CH3:1][O:2][C:3]1[CH:8]=[C:7]([N+:9]([O-])=O)[CH:6]=[CH:5][C:4]=1[NH:12][S:13]([CH3:16])(=[O:15])=[O:14]. (3) The reactants are: Cl.[CH3:2][N:3]([CH3:10])[CH2:4]/[CH:5]=[CH:6]/[C:7](O)=[O:8].CN(C=O)C.C(Cl)(=O)C(Cl)=O.[NH2:22][C:23]1[CH:24]=[C:25]2[C:30](=[CH:31][C:32]=1[O:33][CH2:34][CH3:35])[N:29]=[CH:28][C:27]([C:36]#[N:37])=[C:26]2[NH:38][C:39]1[CH:44]=[CH:43][CH:42]=[C:41]([C:45]#[CH:46])[CH:40]=1. Given the product [C:36]([C:27]1[CH:28]=[N:29][C:30]2[C:25]([C:26]=1[NH:38][C:39]1[CH:44]=[CH:43][CH:42]=[C:41]([C:45]#[CH:46])[CH:40]=1)=[CH:24][C:23]([NH:22][C:7](=[O:8])/[CH:6]=[CH:5]/[CH2:4][N:3]([CH3:10])[CH3:2])=[C:32]([O:33][CH2:34][CH3:35])[CH:31]=2)#[N:37], predict the reactants needed to synthesize it.